From a dataset of Forward reaction prediction with 1.9M reactions from USPTO patents (1976-2016). Predict the product of the given reaction. (1) Given the reactants [NH2:1][C:2]1[N:7]=[C:6]([N:8]2[CH2:17][CH2:16][C:15]3[C:10](=[CH:11][C:12]([C:18]#N)=[CH:13][CH:14]=3)[CH2:9]2)[CH:5]=[C:4]([N:20]2[CH2:25][CH2:24][N:23]([CH3:26])[CH2:22][CH2:21]2)[N:3]=1.[OH-:27].[Na+].Cl.[OH2:30], predict the reaction product. The product is: [NH2:1][C:2]1[N:7]=[C:6]([N:8]2[CH2:17][CH2:16][C:15]3[C:10](=[CH:11][C:12]([C:18]([OH:30])=[O:27])=[CH:13][CH:14]=3)[CH2:9]2)[CH:5]=[C:4]([N:20]2[CH2:25][CH2:24][N:23]([CH3:26])[CH2:22][CH2:21]2)[N:3]=1. (2) The product is: [CH3:35][N:12]([CH3:11])[C:13]([C:15]1[N:19]([C:20]2[CH:21]=[CH:22][C:23]([O:26][CH3:27])=[CH:24][CH:25]=2)[C:18]([C:28]([O:30][CH2:31][CH3:32])=[O:29])=[C:17]([OH:33])[C:16]=1[O:34][S:4](=[O:5])(=[O:6])[NH2:7])=[O:14]. Given the reactants C(O)=O.[S:4](Cl)([N:7]=C=O)(=[O:6])=[O:5].[CH3:11][N:12]([CH3:35])[C:13]([C:15]1[N:19]([C:20]2[CH:25]=[CH:24][C:23]([O:26][CH3:27])=[CH:22][CH:21]=2)[C:18]([C:28]([O:30][CH2:31][CH3:32])=[O:29])=[C:17]([OH:33])[C:16]=1[OH:34])=[O:14], predict the reaction product. (3) Given the reactants [CH:1]1([CH2:6][C:7](Cl)=[O:8])[CH2:5]CC[CH2:2]1.[NH:10]1[CH2:15][CH2:14][CH:13]([OH:16])[CH2:12][CH2:11]1.NC1C=CC(C(OC)=O)=CC=1, predict the reaction product. The product is: [OH:16][CH:13]1[CH2:14][CH2:15][N:10]([C:7](=[O:8])[CH2:6][CH:1]([CH3:2])[CH3:5])[CH2:11][CH2:12]1. (4) Given the reactants C1C=CC(P(C2C=CC=CC=2)CCCP(C2C=CC=CC=2)C2C=CC=CC=2)=CC=1.CC(C)([O-])C.[Na+].Br[C:37]1[CH:42]=[CH:41][CH:40]=[CH:39][N:38]=1.[NH2:43][CH2:44][C:45]1[C:55]2[CH2:54][CH2:53][N:52]([C:56]([O:58][C:59]([CH3:62])([CH3:61])[CH3:60])=[O:57])[CH2:51][CH2:50][C:49]=2[CH:48]=[CH:47][C:46]=1[Cl:63], predict the reaction product. The product is: [C:59]([O:58][C:56]([N:52]1[CH2:53][CH2:54][C:55]2[C:45]([CH2:44][NH:43][C:37]3[CH:42]=[CH:41][CH:40]=[CH:39][N:38]=3)=[C:46]([Cl:63])[CH:47]=[CH:48][C:49]=2[CH2:50][CH2:51]1)=[O:57])([CH3:62])([CH3:60])[CH3:61]. (5) Given the reactants [NH2:1][C:2]1[CH:7]=[CH:6][CH:5]=[CH:4][CH:3]=1.[C:8](=O)([O:39]C1C=CC([N+]([O-])=O)=CC=1)[O:9][C@@H:10]1[CH2:14][C@H:13]([C:15]2[N:19]3[C:20]4[CH:26]=[CH:25][N:24]([S:27]([C:30]5[CH:36]=[CH:35][C:33]([CH3:34])=[CH:32][CH:31]=5)(=[O:29])=[O:28])[C:21]=4[N:22]=[CH:23][C:18]3=[N:17][N:16]=2)[C@H:12]([CH2:37][CH3:38])[CH2:11]1, predict the reaction product. The product is: [C:2]1([NH:1][C:8](=[O:39])[O:9][C@@H:10]2[CH2:14][C@H:13]([C:15]3[N:19]4[C:20]5[CH:26]=[CH:25][N:24]([S:27]([C:30]6[CH:31]=[CH:32][C:33]([CH3:34])=[CH:35][CH:36]=6)(=[O:29])=[O:28])[C:21]=5[N:22]=[CH:23][C:18]4=[N:17][N:16]=3)[C@H:12]([CH2:37][CH3:38])[CH2:11]2)[CH:7]=[CH:6][CH:5]=[CH:4][CH:3]=1. (6) The product is: [Cl:1][C:2]1[CH:7]=[CH:6][C:5]([N:8]2[C:12]([C:13]3[CH:18]=[CH:17][C:16]([CH2:19][CH2:20][NH:21][C:38]([NH2:37])=[O:39])=[CH:15][CH:14]=3)=[CH:11][C:10]([C:22]([F:23])([F:25])[F:24])=[N:9]2)=[CH:4][CH:3]=1. Given the reactants [Cl:1][C:2]1[CH:7]=[CH:6][C:5]([N:8]2[C:12]([C:13]3[CH:18]=[CH:17][C:16]([CH2:19][CH2:20][NH2:21])=[CH:15][CH:14]=3)=[CH:11][C:10]([C:22]([F:25])([F:24])[F:23])=[N:9]2)=[CH:4][CH:3]=1.C(N(CC)CC)C.C[Si]([N:37]=[C:38]=[O:39])(C)C, predict the reaction product. (7) Given the reactants C[O:2][C:3]([C:5]1[C:9]([NH:10][C:11](=[O:27])[CH2:12][O:13][C:14]2[CH:19]=[CH:18][C:17]([C:20]3[CH:25]=[CH:24][C:23]([F:26])=[CH:22][CH:21]=3)=[CH:16][CH:15]=2)=[CH:8][S:7][CH:6]=1)=[O:4].[OH-].[Na+], predict the reaction product. The product is: [F:26][C:23]1[CH:22]=[CH:21][C:20]([C:17]2[CH:18]=[CH:19][C:14]([O:13][CH2:12][C:11]([NH:10][C:9]3[C:5]([C:3]([OH:4])=[O:2])=[CH:6][S:7][CH:8]=3)=[O:27])=[CH:15][CH:16]=2)=[CH:25][CH:24]=1.